From a dataset of Reaction yield outcomes from USPTO patents with 853,638 reactions. Predict the reaction yield, written as a fraction of the theoretical maximum amount of product (1.0 means a 100% yield; for example, 0.34 means a 34% yield). (1) The yield is 0.810. The catalyst is [Pd].C(O)(=O)C. The reactants are [CH2:1]([C:3]([C:7]1[C:15]2[NH:14][C:13](=[O:16])[NH:12][C:11]=2[CH:10]=[CH:9][CH:8]=1)(O)[CH2:4][CH3:5])[CH3:2].Cl. The product is [CH2:1]([CH:3]([C:7]1[C:15]2[NH:14][C:13](=[O:16])[NH:12][C:11]=2[CH:10]=[CH:9][CH:8]=1)[CH2:4][CH3:5])[CH3:2]. (2) The reactants are [CH3:1][O:2][C:3]1[CH:4]=[C:5]2[C:10](=[CH:11][CH:12]=1)[CH2:9][NH:8][CH2:7][C:6]2([CH3:14])[CH3:13].[CH:15](O)=[O:16].Cl.CN(C)CCCN=C=NCC. The catalyst is ClCCl.C(Cl)(Cl)Cl. The product is [CH3:1][O:2][C:3]1[CH:4]=[C:5]2[C:10](=[CH:11][CH:12]=1)[CH2:9][N:8]([CH:15]=[O:16])[CH2:7][C:6]2([CH3:14])[CH3:13]. The yield is 0.900.